Dataset: Full USPTO retrosynthesis dataset with 1.9M reactions from patents (1976-2016). Task: Predict the reactants needed to synthesize the given product. (1) Given the product [CH3:1][O:2][C:3]1[CH:8]=[C:7]([NH2:9])[CH:6]=[CH:5][C:4]=1[C:12]1[CH:17]=[CH:16][N:15]=[C:14]([CH3:18])[CH:13]=1, predict the reactants needed to synthesize it. The reactants are: [CH3:1][O:2][C:3]1[CH:8]=[C:7]([N+:9]([O-])=O)[CH:6]=[CH:5][C:4]=1[C:12]1[CH:17]=[CH:16][N:15]=[C:14]([CH3:18])[CH:13]=1.[H][H]. (2) The reactants are: [Br:1][C:2]1[CH:12]=[CH:11][C:5]([O:6][CH2:7][C:8]([NH2:10])=[O:9])=[C:4]([C:13]#[N:14])[CH:3]=1.N1CCC[CH2:17][CH2:16]1.[CH3:21][CH:22]1[CH2:27][CH2:26][NH:25][CH2:24][CH2:23]1. Given the product [Br:1][C:2]1[CH:12]=[CH:11][C:5]2[O:6][C:7]3[C:8](=[O:9])[NH:10][C:16]([CH2:17][N:25]4[CH2:26][CH2:27][CH:22]([CH3:21])[CH2:23][CH2:24]4)=[N:14][C:13]=3[C:4]=2[CH:3]=1, predict the reactants needed to synthesize it.